This data is from NCI-60 drug combinations with 297,098 pairs across 59 cell lines. The task is: Regression. Given two drug SMILES strings and cell line genomic features, predict the synergy score measuring deviation from expected non-interaction effect. (1) Drug 1: CC1=CC=C(C=C1)C2=CC(=NN2C3=CC=C(C=C3)S(=O)(=O)N)C(F)(F)F. Drug 2: C1=NC2=C(N=C(N=C2N1C3C(C(C(O3)CO)O)O)F)N. Cell line: IGROV1. Synergy scores: CSS=-0.858, Synergy_ZIP=0.178, Synergy_Bliss=0.326, Synergy_Loewe=-5.33, Synergy_HSA=-3.42. (2) Drug 1: CCCS(=O)(=O)NC1=C(C(=C(C=C1)F)C(=O)C2=CNC3=C2C=C(C=N3)C4=CC=C(C=C4)Cl)F. Drug 2: CCN(CC)CCCC(C)NC1=C2C=C(C=CC2=NC3=C1C=CC(=C3)Cl)OC. Cell line: U251. Synergy scores: CSS=7.67, Synergy_ZIP=-7.27, Synergy_Bliss=-9.29, Synergy_Loewe=-16.8, Synergy_HSA=-9.75. (3) Synergy scores: CSS=1.94, Synergy_ZIP=-0.0981, Synergy_Bliss=0.182, Synergy_Loewe=-1.52, Synergy_HSA=-1.76. Drug 2: C(CCl)NC(=O)N(CCCl)N=O. Drug 1: C1C(C(OC1N2C=NC3=C2NC=NCC3O)CO)O. Cell line: OVCAR-8. (4) Drug 1: C1=CN(C=N1)CC(O)(P(=O)(O)O)P(=O)(O)O. Drug 2: C1CN(P(=O)(OC1)NCCCl)CCCl. Cell line: T-47D. Synergy scores: CSS=-0.139, Synergy_ZIP=2.56, Synergy_Bliss=4.52, Synergy_Loewe=0.173, Synergy_HSA=1.41.